The task is: Predict the reactants needed to synthesize the given product.. This data is from Full USPTO retrosynthesis dataset with 1.9M reactions from patents (1976-2016). The reactants are: [Cl:1][C:2]1[C:3]([NH:9][CH:10]2[CH2:15][CH2:14][N:13]([CH3:16])[CH2:12][CH2:11]2)=[CH:4][C:5]([NH2:8])=[N:6][CH:7]=1.Br[C:18]1[C:23]([C:24]#[N:25])=[N:22][CH:21]=[CH:20][N:19]=1.C1C=CC(P(C2C(C3C(P(C4C=CC=CC=4)C4C=CC=CC=4)=CC=C4C=3C=CC=C4)=C3C(C=CC=C3)=CC=2)C2C=CC=CC=2)=CC=1.CC(C)([O-])C.[Na+]. Given the product [Cl:1][C:2]1[C:3]([NH:9][CH:10]2[CH2:15][CH2:14][N:13]([CH3:16])[CH2:12][CH2:11]2)=[CH:4][C:5]([NH:8][C:20]2[N:19]=[CH:18][C:23]([C:24]#[N:25])=[N:22][CH:21]=2)=[N:6][CH:7]=1, predict the reactants needed to synthesize it.